The task is: Predict which catalyst facilitates the given reaction.. This data is from Catalyst prediction with 721,799 reactions and 888 catalyst types from USPTO. (1) Reactant: [Cl:1][C:2]1[CH:3]=[C:4]([C:8]#[C:9][CH:10]([N:13]2[CH2:18][CH2:17][NH:16][CH2:15][CH2:14]2)[CH2:11][CH3:12])[CH:5]=[CH:6][CH:7]=1.C(N(CC)CC)C.Cl[C:27]([O:29][CH2:30][C:31]([CH3:34])([CH3:33])[CH3:32])=[O:28]. Product: [CH3:32][C:31]([CH3:34])([CH3:33])[CH2:30][O:29][C:27]([N:16]1[CH2:15][CH2:14][N:13]([CH:10]([CH2:11][CH3:12])[C:9]#[C:8][C:4]2[CH:5]=[CH:6][CH:7]=[C:2]([Cl:1])[CH:3]=2)[CH2:18][CH2:17]1)=[O:28]. The catalyst class is: 2. (2) Reactant: Cl[C:2]1[CH:3]=[C:4]([CH:9]=[CH:10][N:11]=1)[C:5]([O:7][CH3:8])=[O:6].[Br-].[F:13][C:14]1[CH:15]=[C:16]([CH:19]=[CH:20][C:21]=1[F:22])[CH2:17][Zn+]. Product: [F:13][C:14]1[CH:15]=[C:16]([CH:19]=[CH:20][C:21]=1[F:22])[CH2:17][C:2]1[CH:3]=[C:4]([CH:9]=[CH:10][N:11]=1)[C:5]([O:7][CH3:8])=[O:6]. The catalyst class is: 176. (3) Reactant: [O:1]1[CH:5]=[CH:4][CH:3]=[C:2]1[C:6]([C:8]1[S:12][CH:11]=[C:10]([CH2:13][C:14]([OH:16])=[O:15])[CH:9]=1)=[O:7].[CH:17](O)([CH3:19])[CH3:18]. Product: [O:1]1[CH:5]=[CH:4][CH:3]=[C:2]1[C:6]([C:8]1[S:12][CH:11]=[C:10]([CH2:13][C:14]([O:16][CH:17]([CH3:19])[CH3:18])=[O:15])[CH:9]=1)=[O:7]. The catalyst class is: 65. (4) Reactant: [Br:1][C:2]1[CH:10]=[CH:9][C:5]([C:6](Cl)=[O:7])=[C:4]([F:11])[CH:3]=1.CCN(C(C)C)C(C)C.[CH2:21]([NH:28][CH2:29][CH2:30][OH:31])[C:22]1[CH:27]=[CH:26][CH:25]=[CH:24][CH:23]=1. Product: [CH2:21]([N:28]([CH2:29][CH2:30][OH:31])[C:6](=[O:7])[C:5]1[CH:9]=[CH:10][C:2]([Br:1])=[CH:3][C:4]=1[F:11])[C:22]1[CH:27]=[CH:26][CH:25]=[CH:24][CH:23]=1. The catalyst class is: 1.